From a dataset of Full USPTO retrosynthesis dataset with 1.9M reactions from patents (1976-2016). Predict the reactants needed to synthesize the given product. (1) Given the product [CH2:1]([O:3][C:4](=[N:6][O:7][C:24]1[CH:25]=[CH:26][CH:27]=[CH:28][C:23]=1[C:22]([O:21][CH2:14][C:15]1[CH:16]=[CH:17][CH:18]=[CH:19][CH:20]=1)=[O:30])[CH3:5])[CH3:2], predict the reactants needed to synthesize it. The reactants are: [CH2:1]([O:3][C:4](=[N:6][OH:7])[CH3:5])[CH3:2].C(O[K])(C)(C)C.[CH2:14]([O:21][C:22](=[O:30])[C:23]1[CH:28]=[CH:27][CH:26]=[CH:25][C:24]=1F)[C:15]1[CH:20]=[CH:19][CH:18]=[CH:17][CH:16]=1. (2) Given the product [NH2:20][C:8]([NH:4][C:5]1[CH:7]=[N:26][CH:1]=[CH:2][CH:6]=1)=[N:9][S:10]([C:13]1[CH:18]=[CH:17][C:16]([CH3:19])=[CH:15][CH:14]=1)(=[O:12])=[O:11], predict the reactants needed to synthesize it. The reactants are: [CH3:1][C:2]1[CH:6]=[C:5]([CH3:7])[N:4]([C:8](=[NH:20])[NH:9][S:10]([C:13]2[CH:18]=[CH:17][C:16]([CH3:19])=[CH:15][CH:14]=2)(=[O:12])=[O:11])N=1.CS(O)(=O)=O.[NH2:26]C1C=NC=CC=1. (3) Given the product [CH:34]([C:33]1[N:32]([CH3:36])[CH:31]=[N:30][C:29]=1[C:5]1[CH:6]=[CH:7][C:2]([CH3:1])=[C:3]([NH:11][C:12](=[O:27])[C:13]2[CH:18]=[CH:17][C:16]([O:19][CH2:20][C:21]3[CH:26]=[CH:25][CH:24]=[CH:23][N:22]=3)=[CH:15][CH:14]=2)[CH:4]=1)=[O:35], predict the reactants needed to synthesize it. The reactants are: [CH3:1][C:2]1[CH:7]=[CH:6][C:5](B(O)O)=[CH:4][C:3]=1[NH:11][C:12](=[O:27])[C:13]1[CH:18]=[CH:17][C:16]([O:19][CH2:20][C:21]2[CH:26]=[CH:25][CH:24]=[CH:23][N:22]=2)=[CH:15][CH:14]=1.Br[C:29]1[N:30]=[CH:31][N:32]([CH3:36])[C:33]=1[CH:34]=[O:35].C([O-])([O-])=O.[K+].[K+]. (4) Given the product [Cl:23][C:24]1[C:25]([NH:45][C:46]2[C:57]([CH3:58])=[CH:56][CH:55]=[CH:54][C:47]=2[C:48]([NH:50][CH2:51][C:52]#[N:53])=[O:49])=[N:26][C:27]([NH:30][C:31]2[CH:44]=[CH:43][C:34]3[NH:35][C:36](=[O:42])[CH2:37][CH2:38][C:39]([CH3:40])([CH3:41])[C:33]=3[CH:32]=2)=[N:28][CH:29]=1, predict the reactants needed to synthesize it. The reactants are: C(CNC(=O)C1C=CC=C(C)C=1NC1C(Cl)=CN=C(Cl)N=1)#N.[Cl:23][C:24]1[C:25]([NH:45][C:46]2[C:57]([CH3:58])=[CH:56][CH:55]=[CH:54][C:47]=2[C:48]([NH:50][CH2:51][C:52]#[N:53])=[O:49])=[N:26][C:27]([NH:30][C:31]2[CH:44]=[CH:43][C:34]3[NH:35][C:36](=[O:42])[CH2:37][CH2:38][C:39]([CH3:41])([CH3:40])[C:33]=3[CH:32]=2)=[N:28][CH:29]=1.NC1C=CC2NC(=O)CCC(C)(C)C=2C=1.C12(CS(O)(=O)=O)C(C)(C)C(CC1)CC2=O.C(O)(C)C. (5) Given the product [CH2:15]([CH:7]1[C:8]2[C:13](=[CH:12][CH:11]=[CH:10][CH:9]=2)[C:14]2[CH:1]=[CH:2][CH:3]=[CH:4][C:5]=2[N:6]1[S:26]([C:23]1[CH:24]=[CH:25][C:20]([O:19][CH3:18])=[C:21]([CH3:30])[CH:22]=1)(=[O:28])=[O:27])[CH3:16], predict the reactants needed to synthesize it. The reactants are: [CH:1]1[C:14]2[C:5](=[N:6][CH:7]=[C:8]3[C:13]=2[CH:12]=[CH:11][CH:10]=[CH:9]3)[CH:4]=[CH:3][CH:2]=1.[CH2:15]([Li])[CH3:16].[CH3:18][O:19][C:20]1[CH:25]=[CH:24][C:23]([S:26](Cl)(=[O:28])=[O:27])=[CH:22][C:21]=1[CH3:30].